Dataset: NCI-60 drug combinations with 297,098 pairs across 59 cell lines. Task: Regression. Given two drug SMILES strings and cell line genomic features, predict the synergy score measuring deviation from expected non-interaction effect. Drug 1: CN1CCC(CC1)COC2=C(C=C3C(=C2)N=CN=C3NC4=C(C=C(C=C4)Br)F)OC. Drug 2: C1=CN(C=N1)CC(O)(P(=O)(O)O)P(=O)(O)O. Cell line: MDA-MB-435. Synergy scores: CSS=3.78, Synergy_ZIP=2.69, Synergy_Bliss=7.71, Synergy_Loewe=2.44, Synergy_HSA=4.18.